From a dataset of Full USPTO retrosynthesis dataset with 1.9M reactions from patents (1976-2016). Predict the reactants needed to synthesize the given product. (1) Given the product [C:33]([CH2:32][CH2:31][NH:30][C:28]([N:9]1[CH2:10][CH:11]([CH2:23][C:24]([CH3:25])([CH3:26])[CH3:27])[C:12]([C:15]2[CH:20]=[CH:19][C:18]([Cl:21])=[CH:17][C:16]=2[F:22])([C:13]#[N:14])[CH:8]1[C:4]1[CH:5]=[CH:6][CH:7]=[C:2]([Cl:1])[C:3]=1[F:36])=[O:29])(=[O:34])[NH2:39], predict the reactants needed to synthesize it. The reactants are: [Cl:1][C:2]1[C:3]([F:36])=[C:4]([C@@H:8]2[C@:12]([C:15]3[CH:20]=[CH:19][C:18]([Cl:21])=[CH:17][C:16]=3[F:22])([C:13]#[N:14])[C@H:11]([CH2:23][C:24]([CH3:27])([CH3:26])[CH3:25])[CH2:10][N:9]2[C:28]([NH:30][CH2:31][CH2:32][C:33](O)=[O:34])=[O:29])[CH:5]=[CH:6][CH:7]=1.CC[N:39](C(C)C)C(C)C.CN(C(ON1N=NC2C=CC=NC1=2)=[N+](C)C)C.F[P-](F)(F)(F)(F)F.[Cl-].[NH4+]. (2) Given the product [C:1]([NH:5][C:6]([C:8]1[CH:13]=[CH:12][C:11]([C:22]#[C:21][C:15]2[CH:20]=[CH:19][CH:18]=[CH:17][CH:16]=2)=[CH:10][N:9]=1)=[O:7])([CH3:4])([CH3:3])[CH3:2], predict the reactants needed to synthesize it. The reactants are: [C:1]([NH:5][C:6]([C:8]1[CH:13]=[CH:12][C:11](Br)=[CH:10][N:9]=1)=[O:7])([CH3:4])([CH3:3])[CH3:2].[C:15]1([C:21]#[CH:22])[CH:20]=[CH:19][CH:18]=[CH:17][CH:16]=1.C(N(CC)CC)C. (3) Given the product [C:1]([C:5]([NH:7][C@@H:8]([C@@H:12]([C:14]1[O:18][N:17]=[C:16]([C:19]2[CH:24]=[CH:23][C:22]([S:25]([CH3:28])(=[O:27])=[O:26])=[CH:21][C:20]=2[Cl:29])[N:15]=1)[CH3:13])[C:9]([N:30]1[CH2:37][CH2:36][CH2:35][C@H:31]1[C:32]([NH2:34])=[O:33])=[O:10])=[O:6])([CH3:4])([CH3:2])[CH3:3], predict the reactants needed to synthesize it. The reactants are: [C:1]([C:5]([NH:7][C@@H:8]([C@@H:12]([C:14]1[O:18][N:17]=[C:16]([C:19]2[CH:24]=[CH:23][C:22]([S:25]([CH3:28])(=[O:27])=[O:26])=[CH:21][C:20]=2[Cl:29])[N:15]=1)[CH3:13])[C:9](O)=[O:10])=[O:6])([CH3:4])([CH3:3])[CH3:2].[NH:30]1[CH2:37][CH2:36][CH2:35][C@H:31]1[C:32]([NH2:34])=[O:33].C1C=NC2N(O)N=NC=2C=1.C(N(CC)C(C)C)(C)C.CN(C(ON1N=NC2C=CC=NC1=2)=[N+](C)C)C.F[P-](F)(F)(F)(F)F. (4) Given the product [C:20]([CH2:8][CH:9]([OH:15])[CH2:10][C:11]([O:13][CH2:14][CH3:31])=[O:12])#[N:22], predict the reactants needed to synthesize it. The reactants are: [Cl-].[Ca+2].[Cl-].[OH-].[Ca+2].[OH-].Br[CH2:8][CH:9]([OH:15])[CH2:10][C:11]([O:13][CH3:14])=[O:12].[C-]#N.[Na+].Cl.[CH2:20]([N:22](CC)CC)C.S(OCC)(O[CH2:31]C)(=O)=O.C(=O)([O-])O.[Na+]. (5) The reactants are: [CH3:1][N:2]1[CH2:15][CH2:14][C:5]2[NH:6][C:7]3[CH:8]=[CH:9][C:10]([CH3:13])=[CH:11][C:12]=3[C:4]=2[CH2:3]1.[OH-].[K+].[CH:18]([C:21]1[CH:26]=[CH:25][C:24]([CH:27]=[CH2:28])=[CH:23][N:22]=1)([CH3:20])[CH3:19]. Given the product [CH:18]([C:21]1[N:22]=[CH:23][C:24]([CH2:27][CH2:28][N:6]2[C:7]3[CH:8]=[CH:9][C:10]([CH3:13])=[CH:11][C:12]=3[C:4]3[CH2:3][N:2]([CH3:1])[CH2:15][CH2:14][C:5]2=3)=[CH:25][CH:26]=1)([CH3:20])[CH3:19], predict the reactants needed to synthesize it. (6) Given the product [F:1][C:2]1[CH:7]=[C:6]([C:8]2[CH:13]=[CH:12][C:11]([CH2:14][C:15]([OH:17])=[O:16])=[CH:10][N:9]=2)[CH:5]=[CH:4][N:3]=1, predict the reactants needed to synthesize it. The reactants are: [F:1][C:2]1[CH:7]=[C:6]([C:8]2[CH:13]=[CH:12][C:11]([CH2:14][C:15]([O:17]CC)=[O:16])=[CH:10][N:9]=2)[CH:5]=[CH:4][N:3]=1.[OH-].[Na+].Cl. (7) Given the product [O:7]1[CH2:12][CH2:11][O:10][C:9]2[CH:13]=[C:14]([C:17]3[C:18]([CH3:34])=[C:19]([CH:31]=[CH:32][CH:33]=3)[CH2:20][O:21][C:22]3[CH:29]=[CH:28][C:25]([CH:26]=[O:27])=[C:24]([CH:23]=3)[O:30][CH2:36][C:37]3[CH:38]=[C:39]([CH:43]=[CH:44][CH:45]=3)[C:40]([NH2:42])=[O:41])[CH:15]=[CH:16][C:8]1=2, predict the reactants needed to synthesize it. The reactants are: C(=O)([O-])[O-].[Cs+].[Cs+].[O:7]1[CH2:12][CH2:11][O:10][C:9]2[CH:13]=[C:14]([C:17]3[C:18]([CH3:34])=[C:19]([CH:31]=[CH:32][CH:33]=3)[CH2:20][O:21][C:22]3[CH:29]=[CH:28][C:25]([CH:26]=[O:27])=[C:24]([OH:30])[CH:23]=3)[CH:15]=[CH:16][C:8]1=2.Cl[CH2:36][C:37]1[CH:38]=[C:39]([CH:43]=[CH:44][CH:45]=1)[C:40]([NH2:42])=[O:41].Cl. (8) Given the product [ClH:29].[CH3:1][O:2][C:3]1[CH:8]=[C:7]([CH2:9][CH2:10][S:11][CH2:12][O:13][CH3:14])[C:6]([O:15][CH3:16])=[CH:5][C:4]=1[CH2:17][C@H:18]([NH2:20])[CH3:19], predict the reactants needed to synthesize it. The reactants are: [CH3:1][O:2][C:3]1[CH:8]=[C:7]([CH2:9][CH2:10][S:11][CH2:12][O:13][CH3:14])[C:6]([O:15][CH3:16])=[CH:5][C:4]=1[CH2:17][C@H:18]([NH:20]C(=O)C(F)(F)F)[CH3:19].[OH-].[Na+].[ClH:29]. (9) Given the product [Br:12][C:13]1[CH:18]=[CH:17][C:16]([N+:19]([O-:21])=[O:20])=[CH:15][C:14]=1[NH:22][CH:5]=[C:4]([CH3:9])[C:3]([O:2][CH3:1])=[O:10], predict the reactants needed to synthesize it. The reactants are: [CH3:1][O:2][CH:3]([O:10]C)[CH:4]([CH3:9])[C:5](OC)=O.[Br:12][C:13]1[CH:18]=[CH:17][C:16]([N+:19]([O-:21])=[O:20])=[CH:15][C:14]=1[NH2:22].CC1C=CC(S(O)(=O)=O)=CC=1.